This data is from Catalyst prediction with 721,799 reactions and 888 catalyst types from USPTO. The task is: Predict which catalyst facilitates the given reaction. (1) Reactant: Br[CH2:2][C:3](=O)[C:4]([O:6][CH2:7][CH3:8])=[O:5].[NH2:10][C:11]([NH2:13])=[S:12]. Product: [CH2:7]([O:6][C:4]([C:3]1[N:10]=[C:11]([NH2:13])[S:12][CH:2]=1)=[O:5])[CH3:8]. The catalyst class is: 8. (2) Reactant: [CH3:1][O:2][C:3]1[CH:4]=[C:5]2[C:10](=[CH:11][C:12]=1[O:13][CH3:14])[N:9]=[CH:8][CH:7]=[C:6]2[O:15][C:16]1[CH:22]=[CH:21][C:19]([NH2:20])=[CH:18][CH:17]=1.C(N(CC)CC)C.ClC(Cl)(O[C:34](=[O:40])OC(Cl)(Cl)Cl)Cl.[NH2:42][C@@H:43]1[C:51]2[C:46](=[CH:47][CH:48]=[CH:49][CH:50]=2)[CH2:45][CH2:44]1. Product: [C@@H:43]1([NH:42][C:34]([NH:20][C:19]2[CH:21]=[CH:22][C:16]([O:15][C:6]3[C:5]4[C:10](=[CH:11][C:12]([O:13][CH3:14])=[C:3]([O:2][CH3:1])[CH:4]=4)[N:9]=[CH:8][CH:7]=3)=[CH:17][CH:18]=2)=[O:40])[C:51]2[C:46](=[CH:47][CH:48]=[CH:49][CH:50]=2)[CH2:45][CH2:44]1. The catalyst class is: 22. (3) The catalyst class is: 299. Reactant: [Cl:1][C:2]1[CH:10]=[C:9]2[C:5]([C:6]([C:12]3[N:13]=[C:14]4[C:20]([CH:21]=[O:22])=[CH:19][N:18]([CH2:23][O:24][CH2:25][CH2:26][Si:27]([CH3:30])([CH3:29])[CH3:28])[C:15]4=[N:16][CH:17]=3)=[N:7][N:8]2[CH3:11])=[C:4]([F:31])[CH:3]=1.S(=O)(=O)([OH:34])N.Cl([O-])=O.[Na+].OP([O-])(O)=O.[K+]. Product: [Cl:1][C:2]1[CH:10]=[C:9]2[C:5]([C:6]([C:12]3[N:13]=[C:14]4[C:20]([C:21]([OH:34])=[O:22])=[CH:19][N:18]([CH2:23][O:24][CH2:25][CH2:26][Si:27]([CH3:28])([CH3:30])[CH3:29])[C:15]4=[N:16][CH:17]=3)=[N:7][N:8]2[CH3:11])=[C:4]([F:31])[CH:3]=1.